This data is from Catalyst prediction with 721,799 reactions and 888 catalyst types from USPTO. The task is: Predict which catalyst facilitates the given reaction. (1) Reactant: [CH:1]([N:4]1[C:8]([C:9]2[CH2:14][O:13][CH2:12][CH2:11][C:10]=2[CH2:15]O)=[CH:7][CH:6]=[N:5]1)([CH3:3])[CH3:2].[Br:17]P(Br)(C1C=CC=CC=1)(C1C=CC=CC=1)C1C=CC=CC=1. Product: [Br:17][CH2:15][C:10]1[CH2:11][CH2:12][O:13][CH2:14][C:9]=1[C:8]1[N:4]([CH:1]([CH3:3])[CH3:2])[N:5]=[CH:6][CH:7]=1. The catalyst class is: 2. (2) Reactant: [N+:1]([C:4]1[CH:9]=[CH:8][CH:7]=[CH:6][C:5]=1[C:10](=[O:12])[CH3:11])([O-:3])=[O:2]. Product: [N+:1]([C:4]1[CH:9]=[CH:8][CH:7]=[CH:6][C:5]=1[CH:10]([OH:12])[CH3:11])([O-:3])=[O:2]. The catalyst class is: 27. (3) Reactant: [CH:1]1([N:6]2[C:11]3[N:12]=[C:13](S(C)=O)[N:14]=[CH:15][C:10]=3[CH:9]=[C:8]([CH2:19][O:20][CH2:21][CH2:22][O:23][CH3:24])[C:7]2=[O:25])[CH2:5][CH2:4][CH2:3][CH2:2]1.[C:26]([O:30][C:31]([N:33]1[CH2:38][CH2:37][N:36]([C:39]2[CH:40]=[N:41][C:42]([NH2:45])=[CH:43][CH:44]=2)[CH2:35][CH2:34]1)=[O:32])([CH3:29])([CH3:28])[CH3:27]. Product: [C:26]([O:30][C:31]([N:33]1[CH2:38][CH2:37][N:36]([C:39]2[CH:40]=[N:41][C:42]([NH:45][C:13]3[N:14]=[CH:15][C:10]4[CH:9]=[C:8]([CH2:19][O:20][CH2:21][CH2:22][O:23][CH3:24])[C:7](=[O:25])[N:6]([CH:1]5[CH2:5][CH2:4][CH2:3][CH2:2]5)[C:11]=4[N:12]=3)=[CH:43][CH:44]=2)[CH2:35][CH2:34]1)=[O:32])([CH3:29])([CH3:27])[CH3:28]. The catalyst class is: 11. (4) Reactant: [CH3:1][O:2][C:3]1[CH:4]=[C:5]2[C:9](=[CH:10][CH:11]=1)[C:8](=O)[NH:7][C:6]2([CH3:14])[CH3:13].[H-].[Al+3].[Li+].[H-].[H-].[H-].O.[OH-].[Na+]. Product: [CH3:1][O:2][C:3]1[CH:4]=[C:5]2[C:9]([CH2:8][NH:7][C:6]2([CH3:14])[CH3:13])=[CH:10][CH:11]=1. The catalyst class is: 7.